Dataset: Full USPTO retrosynthesis dataset with 1.9M reactions from patents (1976-2016). Task: Predict the reactants needed to synthesize the given product. (1) Given the product [C:11]([N:1]1[C:9]2[C:4](=[CH:5][CH:6]=[CH:7][CH:8]=2)[CH2:3][C:2]1=[O:10])(=[O:15])[CH2:12][CH2:13][CH3:14], predict the reactants needed to synthesize it. The reactants are: [NH:1]1[C:9]2[C:4](=[CH:5][CH:6]=[CH:7][CH:8]=2)[CH2:3][C:2]1=[O:10].[C:11](O[C:11](=[O:15])[CH2:12][CH2:13][CH3:14])(=[O:15])[CH2:12][CH2:13][CH3:14]. (2) Given the product [N+:52]([C:49]1[CH:50]=[CH:51][C:46]([N:19]2[CH2:27][CH2:26][CH:22]([C:23]([OH:25])=[O:24])[CH2:21][CH2:20]2)=[CH:47][CH:48]=1)([O-:54])=[O:53], predict the reactants needed to synthesize it. The reactants are: [OH-].C([N+](CCCC)(CCCC)CCCC)CCC.[NH:19]1[CH2:27][CH2:26][CH:22]([C:23]([O-:25])=[O:24])[CH2:21][CH2:20]1.C([N+](CCCC)(CCCC)CCCC)CCC.F[C:46]1[CH:51]=[CH:50][C:49]([N+:52]([O-:54])=[O:53])=[CH:48][CH:47]=1.C(=O)([O-])[O-].[K+].[K+].Cl. (3) Given the product [C:1]([C:4]1[N:9]=[C:8]([C:10]([OH:12])=[O:11])[CH:7]=[CH:6][CH:5]=1)#[N:2], predict the reactants needed to synthesize it. The reactants are: [C:1]([C:4]1[N:9]=[C:8]([C:10]([OH:12])=[O:11])[CH:7]=[CH:6][CH:5]=1)(=O)[NH2:2].P(Cl)(Cl)(Cl)=O. (4) The reactants are: [CH2:1]([O:8][C@@H:9]1[C@H:13]([OH:14])[C@@H:12]([CH2:15][O:16][C:17]([C:32]2[CH:37]=[CH:36][C:35]([O:38][CH3:39])=[CH:34][CH:33]=2)([C:24]2[CH:29]=[CH:28][C:27]([O:30][CH3:31])=[CH:26][CH:25]=2)[C:18]2[CH:23]=[CH:22][CH:21]=[CH:20][CH:19]=2)[O:11][CH2:10]1)[C:2]1[CH:7]=[CH:6][CH:5]=[CH:4][CH:3]=1.C(N(CC)C(C)C)(C)C.[C:49]([CH2:51][CH2:52][O:53][P:54](Cl)[N:55]([CH:59]([CH3:61])[CH3:60])[CH:56]([CH3:58])[CH3:57])#[N:50].CN1C=CN=C1. Given the product [CH2:1]([O:8][C@@H:9]1[C@H:13]([O:14][P:54]([O:53][CH2:52][CH2:51][C:49]#[N:50])[N:55]([CH:56]([CH3:57])[CH3:58])[CH:59]([CH3:60])[CH3:61])[C@@H:12]([CH2:15][O:16][C:17]([C:32]2[CH:33]=[CH:34][C:35]([O:38][CH3:39])=[CH:36][CH:37]=2)([C:24]2[CH:29]=[CH:28][C:27]([O:30][CH3:31])=[CH:26][CH:25]=2)[C:18]2[CH:23]=[CH:22][CH:21]=[CH:20][CH:19]=2)[O:11][CH2:10]1)[C:2]1[CH:3]=[CH:4][CH:5]=[CH:6][CH:7]=1, predict the reactants needed to synthesize it. (5) Given the product [Cl:32][C:28]1[CH:27]=[C:26]([CH:31]=[CH:30][CH:29]=1)[O:25][CH2:24][CH2:23][NH:22][C:19]1[CH:20]=[CH:21][C:16]([O:15][C:6]2[C:5]3[C:10](=[CH:11][C:12]([O:13][CH3:14])=[C:3]([O:2][CH3:1])[CH:4]=3)[N:9]=[CH:8][CH:7]=2)=[CH:17][CH:18]=1, predict the reactants needed to synthesize it. The reactants are: [CH3:1][O:2][C:3]1[CH:4]=[C:5]2[C:10](=[CH:11][C:12]=1[O:13][CH3:14])[N:9]=[CH:8][CH:7]=[C:6]2[O:15][C:16]1[CH:21]=[CH:20][C:19]([NH:22][C:23](=O)[CH2:24][O:25][C:26]2[CH:31]=[CH:30][CH:29]=[C:28]([Cl:32])[CH:27]=2)=[CH:18][CH:17]=1.Cl.[OH-].[Na+]. (6) Given the product [CH2:17]([N:12]1[C:11]([CH3:19])=[C:10]2[C:14]([CH:15]=[CH:16][C:8]([N:5]3[CH:6]=[CH:7][C:2]([O:29][CH2:28][C:25]4[S:26][CH:27]=[C:23]([C:22]([F:31])([F:30])[F:21])[N:24]=4)=[CH:3][C:4]3=[O:20])=[CH:9]2)=[N:13]1)[CH3:18], predict the reactants needed to synthesize it. The reactants are: Br[C:2]1[CH:7]=[CH:6][N:5]([C:8]2[CH:16]=[CH:15][C:14]3[C:10](=[C:11]([CH3:19])[N:12]([CH2:17][CH3:18])[N:13]=3)[CH:9]=2)[C:4](=[O:20])[CH:3]=1.[F:21][C:22]([F:31])([F:30])[C:23]1[N:24]=[C:25]([CH2:28][OH:29])[S:26][CH:27]=1.CC(C)([O-])C.[K+].O. (7) Given the product [OH:3][C:4]1[C:9]([C:10]([O:12][CH2:13][CH3:14])=[O:11])=[CH:8][N:7]=[C:6]2[S:15][C:16]([I:1])=[CH:17][C:5]=12, predict the reactants needed to synthesize it. The reactants are: [I:1]I.[OH:3][C:4]1[C:9]([C:10]([O:12][CH2:13][CH3:14])=[O:11])=[CH:8][N:7]=[C:6]2[S:15][CH:16]=[CH:17][C:5]=12. (8) The reactants are: [C:1]([C:3]1[CH:4]=[C:5]([CH:8]=[CH:9][CH:10]=1)[CH2:6]Br)#[N:2].[CH2:11]([O:13][P:14]([O:18]CC)[O:15][CH2:16][CH3:17])[CH3:12]. Given the product [CH2:11]([O:13][P:14]([CH2:6][C:5]1[CH:8]=[CH:9][CH:10]=[C:3]([C:1]#[N:2])[CH:4]=1)(=[O:18])[O:15][CH2:16][CH3:17])[CH3:12], predict the reactants needed to synthesize it. (9) Given the product [CH2:29]([O:31][C:10]1[CH:9]=[CH:8][CH:28]=[CH:27][C:11]=1[O:12][CH2:13][CH2:14][CH2:15][NH:16][C:17]1[C:26]2[C:21](=[CH:22][CH:23]=[CH:24][CH:25]=2)[N:20]=[CH:19][CH:18]=1)[CH3:30], predict the reactants needed to synthesize it. The reactants are: C(O[C:8]1[CH:28]=[CH:27][C:11]([O:12][CH2:13][CH2:14][CH2:15][NH:16][C:17]2[C:26]3[C:21](=[CH:22][CH:23]=[CH:24][CH:25]=3)[N:20]=[CH:19][CH:18]=2)=[CH:10][CH:9]=1)CCCCC.[CH2:29]([O:31]C1C=CC=CC=1O)[CH3:30].BrCCCN1C(=O)C2=CC=CC=C2C1=O.